This data is from M1 muscarinic receptor agonist screen with 61,833 compounds. The task is: Binary Classification. Given a drug SMILES string, predict its activity (active/inactive) in a high-throughput screening assay against a specified biological target. (1) The drug is N(CCN(C)C)(Cc1ccccc1)c1c(c(N(C)C)ncc1)C#N. The result is 0 (inactive). (2) The drug is O=C(N(C1CCCC1)Cc1cc2c([nH]c1=O)cc(OC)cc2)Nc1ccccc1. The result is 0 (inactive). (3) The molecule is o1c(C\N=C(\Nc2ccccc2)c2ccccc2)ccc1. The result is 0 (inactive). (4) The result is 0 (inactive). The compound is Fc1c(C(=O)n2nc(N)c(c2)C(OC)=O)cccc1. (5) The drug is s1c(c(NC(=O)c2ccncc2)cc1)C(OC)=O. The result is 0 (inactive).